The task is: Predict the product of the given reaction.. This data is from Forward reaction prediction with 1.9M reactions from USPTO patents (1976-2016). (1) Given the reactants [F:1][C:2]([F:12])([F:11])[C:3]1[CH:10]=[CH:9][C:6]([CH:7]=[O:8])=[CH:5][N:4]=1.[N+:13]([CH:15](S(C1C=CC(C)=CC=1)(=O)=O)[CH3:16])#[C-:14].C([O-])([O-])=O.[K+].[K+], predict the reaction product. The product is: [CH3:16][C:15]1[N:13]=[CH:14][O:8][C:7]=1[C:6]1[CH:9]=[CH:10][C:3]([C:2]([F:1])([F:11])[F:12])=[N:4][CH:5]=1. (2) Given the reactants C([O:4][CH2:5][CH2:6][N:7]1[C:16]2[C:11](=[CH:12][C:13]([CH2:17][C:18]3[CH:23]=[CH:22][CH:21]=[C:20]([Cl:24])[C:19]=3[Cl:25])=[CH:14][CH:15]=2)[C:10](=[O:26])[C:9]([C:27]([O:29]CC)=[O:28])=[CH:8]1)(=O)C.[OH-].[Na+], predict the reaction product. The product is: [Cl:25][C:19]1[C:20]([Cl:24])=[CH:21][CH:22]=[CH:23][C:18]=1[CH2:17][C:13]1[CH:12]=[C:11]2[C:16](=[CH:15][CH:14]=1)[N:7]([CH2:6][CH2:5][OH:4])[CH:8]=[C:9]([C:27]([OH:29])=[O:28])[C:10]2=[O:26].